Dataset: HIV replication inhibition screening data with 41,000+ compounds from the AIDS Antiviral Screen. Task: Binary Classification. Given a drug SMILES string, predict its activity (active/inactive) in a high-throughput screening assay against a specified biological target. (1) The compound is CC12CCC(=O)C=C1CCC1C2CCC2(C)C(OC(=O)C34OC3CCC4=O)CCC12. The result is 0 (inactive). (2) The compound is N#Cc1c(N)c(C(=O)Nc2ccc(Cl)cc2)n2c1CCC2. The result is 0 (inactive). (3) The compound is CCOC(=O)C(=C=C=C(c1ccccc1)c1ccccc1)C(=O)OCC. The result is 0 (inactive). (4) The result is 0 (inactive). The molecule is O=C(CNc1nncs1)NO. (5) The molecule is CC(O)c1ccc(C(O)C(=NNC(=O)c2ccncc2)c2nc3ccc([N+](=O)[O-])cc3nc2O)cc1. The result is 0 (inactive). (6) The molecule is O=CNC(CSSCC(NC=O)C(=O)O)C(=O)O. The result is 0 (inactive). (7) The drug is O=C(NC(=O)c1cn(CCN(CCO)C(=O)NCCCCCCNC(=O)N(CCO)CCn2cc(C(=O)NC(=O)OCc3ccccc3)c(=O)[nH]c2=O)c(=O)[nH]c1=O)OCc1ccccc1. The result is 0 (inactive). (8) The compound is CCN(CC)C(=O)COc1cc2c(O)c3c(O)c(C)c4c(c13)C(=O)C(C)(OC=CC(OC)C(C)C(O)C(C)C(O)C(C)C(O)C(C)C=CC=C(C)C(=O)N2)O4. The result is 0 (inactive). (9) The compound is CC(C)NC(=O)OCc1c(COC(=O)NC(C)C)c(-c2ccc(Cl)c(Cl)c2)n2c1CCC2. The result is 0 (inactive). (10) The compound is CCC1OC2(C)CC(S(=O)(=O)c3ccccc3O)CC1O2. The result is 0 (inactive).